From a dataset of Forward reaction prediction with 1.9M reactions from USPTO patents (1976-2016). Predict the product of the given reaction. (1) Given the reactants [H-].[H-].[H-].[H-].[Li+].[Al+3].[CH3:7][Si:8]([CH3:24])([CH3:23])[CH2:9][CH2:10][O:11][CH2:12][N:13]1[CH:17]=[CH:16][C:15]([C:18](OCC)=[O:19])=[N:14]1, predict the reaction product. The product is: [CH3:7][Si:8]([CH3:24])([CH3:23])[CH2:9][CH2:10][O:11][CH2:12][N:13]1[CH:17]=[CH:16][C:15]([CH2:18][OH:19])=[N:14]1. (2) Given the reactants [O:1]=[C:2]1[C:7]([CH2:8][C:9]2[CH:14]=[CH:13][C:12]([C:15]3[C:16]([C:21]#[N:22])=[CH:17][CH:18]=[CH:19][CH:20]=3)=[CH:11][CH:10]=2)=[C:6]([CH2:23][CH2:24][CH3:25])[N:5]2[N:26]=[CH:27][N:28]=[C:4]2[N:3]1[CH:29]1[CH2:34][CH2:33][CH:32]([O:35][CH2:36][CH:37]=C)[CH2:31][CH2:30]1.I([O-])(=O)(=O)=[O:40].[Na+].CC(C)=O.C(#N)C, predict the reaction product. The product is: [OH:40][CH2:37][CH2:36][O:35][C@H:32]1[CH2:33][CH2:34][C@H:29]([N:3]2[C:2](=[O:1])[C:7]([CH2:8][C:9]3[CH:14]=[CH:13][C:12]([C:15]4[C:16]([C:21]#[N:22])=[CH:17][CH:18]=[CH:19][CH:20]=4)=[CH:11][CH:10]=3)=[C:6]([CH2:23][CH2:24][CH3:25])[N:5]3[N:26]=[CH:27][N:28]=[C:4]23)[CH2:30][CH2:31]1. (3) Given the reactants [CH3:1][O:2][C:3](=[O:16])[C:4]([CH3:15])([C:6]1[CH:11]=[CH:10][C:9]([N+:12]([O-])=O)=[CH:8][CH:7]=1)[CH3:5], predict the reaction product. The product is: [CH3:1][O:2][C:3](=[O:16])[C:4]([C:6]1[CH:7]=[CH:8][C:9]([NH2:12])=[CH:10][CH:11]=1)([CH3:15])[CH3:5].